Predict the product of the given reaction. From a dataset of Forward reaction prediction with 1.9M reactions from USPTO patents (1976-2016). (1) The product is: [CH3:13][O:12][C:3]1[CH:4]=[CH:5][C:6]2[C:7](=[O:11])[CH2:8][O:9][C:10]=2[C:2]=1[C:22]1[CH2:27][CH2:26][N:25]([C:28]([O:30][C:31]([CH3:34])([CH3:33])[CH3:32])=[O:29])[CH2:24][CH:23]=1. Given the reactants I[C:2]1[C:10]2[O:9][CH2:8][C:7](=[O:11])[C:6]=2[CH:5]=[CH:4][C:3]=1[O:12][CH3:13].CC1(C)C(C)(C)OB([C:22]2[CH2:27][CH2:26][N:25]([C:28]([O:30][C:31]([CH3:34])([CH3:33])[CH3:32])=[O:29])[CH2:24][CH:23]=2)O1.C(=O)([O-])[O-].[Na+].[Na+].O, predict the reaction product. (2) The product is: [C:41]1([C:35]2[CH:40]=[CH:39][CH:38]=[CH:37][CH:36]=2)[CH:48]=[CH:47][C:44]([CH2:45][N:17]2[CH2:18][CH2:19][CH2:20][N:14]([CH2:13][C:2]3([CH3:1])[O:6][C:5]4=[N:7][C:8]([N+:10]([O-:12])=[O:11])=[CH:9][N:4]4[CH2:3]3)[CH2:15][CH2:16]2)=[CH:43][CH:42]=1. Given the reactants [CH3:1][C:2]1([CH2:13][N:14]2[CH2:20][CH2:19][CH2:18][N:17](C(OC(C)(C)C)=O)[CH2:16][CH2:15]2)[O:6][C:5]2=[N:7][C:8]([N+:10]([O-:12])=[O:11])=[CH:9][N:4]2[CH2:3]1.C(N(CC)CC)C.[C:35]1([C:41]2[CH:48]=[CH:47][C:44]([CH:45]=O)=[CH:43][CH:42]=2)[CH:40]=[CH:39][CH:38]=[CH:37][CH:36]=1.[B-]C#N.[Na+].C(O)(=O)C.C(=O)([O-])O.[Na+], predict the reaction product. (3) Given the reactants [Cl:1][C:2]1[CH:3]=[C:4]([C:9]2[NH:13][N:12]=[C:11]([C:14]3[CH:15]=[C:16]4[C:21](=[CH:22][CH:23]=3)[N:20]=[CH:19][CH:18]=[N:17]4)[CH:10]=2)[CH:5]=[C:6]([Cl:8])[CH:7]=1.C([O-])([O-])=O.[Cs+].[Cs+].Br[CH:31]([C:33]1[CH:45]=[CH:44][C:36]([C:37]([O:39][C:40]([CH3:43])([CH3:42])[CH3:41])=[O:38])=[CH:35][CH:34]=1)[CH3:32], predict the reaction product. The product is: [Cl:1][C:2]1[CH:3]=[C:4]([C:9]2[CH:10]=[C:11]([C:14]3[CH:15]=[C:16]4[C:21](=[CH:22][CH:23]=3)[N:20]=[CH:19][CH:18]=[N:17]4)[N:12]([CH:31]([C:33]3[CH:45]=[CH:44][C:36]([C:37]([O:39][C:40]([CH3:42])([CH3:41])[CH3:43])=[O:38])=[CH:35][CH:34]=3)[CH3:32])[N:13]=2)[CH:5]=[C:6]([Cl:8])[CH:7]=1. (4) Given the reactants Br[C:2]1[CH:10]=[C:9]2[C:5]([C:6]([C:11]3[CH:16]=[CH:15][N:14]=[CH:13][CH:12]=3)=[N:7][NH:8]2)=[CH:4][C:3]=1[F:17].[CH:18]1([NH:21][C:22](=[O:39])[C:23]2[CH:28]=[CH:27][C:26]([CH3:29])=[C:25](B3OC(C)(C)C(C)(C)O3)[CH:24]=2)[CH2:20][CH2:19]1.C(=O)([O-])O.[Na+], predict the reaction product. The product is: [CH:18]1([NH:21][C:22](=[O:39])[C:23]2[CH:28]=[CH:27][C:26]([CH3:29])=[C:25]([C:2]3[CH:10]=[C:9]4[C:5]([C:6]([C:11]5[CH:16]=[CH:15][N:14]=[CH:13][CH:12]=5)=[N:7][NH:8]4)=[CH:4][C:3]=3[F:17])[CH:24]=2)[CH2:19][CH2:20]1.